From a dataset of Full USPTO retrosynthesis dataset with 1.9M reactions from patents (1976-2016). Predict the reactants needed to synthesize the given product. (1) Given the product [F:1][C:2]1[C:26]([O:27][CH2:33][CH2:32][CH2:31][O:30][CH3:29])=[CH:25][CH:24]=[C:23]([F:28])[C:3]=1[CH2:4][O:5][C:6]([N:8]1[CH2:13][CH2:12][N:11]([C:14]([O:16][C:17]([CH3:18])([CH3:19])[CH3:20])=[O:15])[CH2:10][C@H:9]1[CH2:21][CH3:22])=[O:7], predict the reactants needed to synthesize it. The reactants are: [F:1][C:2]1[C:26]([OH:27])=[CH:25][CH:24]=[C:23]([F:28])[C:3]=1[CH2:4][O:5][C:6]([N:8]1[CH2:13][CH2:12][N:11]([C:14]([O:16][C:17]([CH3:20])([CH3:19])[CH3:18])=[O:15])[CH2:10][C@H:9]1[CH2:21][CH3:22])=[O:7].[CH3:29][O:30][CH2:31][CH2:32][CH2:33]OS(C1C=CC(C)=CC=1)(=O)=O. (2) Given the product [CH3:3][C:4]1([C:9]2[CH:10]=[C:11]([CH2:14][N:15]3[CH:19]=[C:18]([NH2:20])[CH:17]=[N:16]3)[S:12][CH:13]=2)[O:8][CH2:7][CH2:6][O:5]1, predict the reactants needed to synthesize it. The reactants are: N#N.[CH3:3][C:4]1([C:9]2[CH:10]=[C:11]([CH2:14][N:15]3[CH:19]=[C:18]([N+:20]([O-])=O)[CH:17]=[N:16]3)[S:12][CH:13]=2)[O:8][CH2:7][CH2:6][O:5]1.[NH4+].[Cl-]. (3) Given the product [Cl:1][C:2]1[C:3]([CH2:16][CH3:17])=[C:4]([C:11]([CH2:14][CH3:15])=[CH:12][CH:13]=1)[CH2:5][C:6]1[NH:10][CH:9]=[CH:8][N:7]=1, predict the reactants needed to synthesize it. The reactants are: [Cl:1][C:2]1[C:3]([CH2:16][CH3:17])=[C:4]([C:11]([CH2:14][CH3:15])=[CH:12][CH:13]=1)[CH2:5][C:6]1[NH:7][CH2:8][CH2:9][N:10]=1.C1(N(Cl)C(=O)N(Cl)C(=O)N1Cl)=O.C1CCN2C(=NCCC2)CC1. (4) Given the product [CH3:1][C:2]1[C:10]2[O:9][C:8]([C:11]([O:13][CH3:14])=[O:12])=[CH:7][C:6]=2[CH:5]=[CH:4][CH:3]=1, predict the reactants needed to synthesize it. The reactants are: [CH3:1][C:2]1[C:10]2[O:9][C:8]([C:11]([OH:13])=[O:12])=[CH:7][C:6]=2[CH:5]=[CH:4][CH:3]=1.[CH3:14]O. (5) The reactants are: [NH2:1][CH2:2][CH2:3][NH:4][C:5](=[O:7])[CH3:6].[Cl:8][C:9]1[CH:10]=[C:11]([CH:27]=[CH:28][CH:29]=1)[CH2:12][C:13]1[C:14]([CH3:26])=[N:15][C:16]2[N:17]([N:20]=[CH:21][C:22]=2[C:23](O)=[O:24])[C:18]=1[CH3:19]. Given the product [C:5]([NH:4][CH2:3][CH2:2][NH:1][C:23]([C:22]1[CH:21]=[N:20][N:17]2[C:18]([CH3:19])=[C:13]([CH2:12][C:11]3[CH:27]=[CH:28][CH:29]=[C:9]([Cl:8])[CH:10]=3)[C:14]([CH3:26])=[N:15][C:16]=12)=[O:24])(=[O:7])[CH3:6], predict the reactants needed to synthesize it.